The task is: Predict the reactants needed to synthesize the given product.. This data is from Retrosynthesis with 50K atom-mapped reactions and 10 reaction types from USPTO. (1) Given the product C=CCNCc1ccc(Cl)cc1, predict the reactants needed to synthesize it. The reactants are: C=CCN.O=Cc1ccc(Cl)cc1. (2) Given the product Cn1c(=O)c2c(ncn2CCN2CCC(c3c[nH]c4ccccc34)CC2)n(C)c1=O, predict the reactants needed to synthesize it. The reactants are: Cn1c(=O)c2c(ncn2CCCl)n(C)c1=O.c1ccc2c(C3CCNCC3)c[nH]c2c1. (3) Given the product CCOc1ccc(Br)cn1, predict the reactants needed to synthesize it. The reactants are: Brc1ccc(Br)nc1.CC[O-].